Dataset: Peptide-MHC class I binding affinity with 185,985 pairs from IEDB/IMGT. Task: Regression. Given a peptide amino acid sequence and an MHC pseudo amino acid sequence, predict their binding affinity value. This is MHC class I binding data. (1) The peptide sequence is VEESRTIRVL. The MHC is HLA-B40:01 with pseudo-sequence HLA-B40:01. The binding affinity (normalized) is 0.510. (2) The peptide sequence is IYQEPFKNLK. The MHC is Mamu-B8301 with pseudo-sequence Mamu-B8301. The binding affinity (normalized) is 0.242. (3) The peptide sequence is EVVDMLSTY. The MHC is HLA-B15:17 with pseudo-sequence HLA-B15:17. The binding affinity (normalized) is 0.680. (4) The MHC is HLA-A02:01 with pseudo-sequence HLA-A02:01. The peptide sequence is NVKSKLLWFL. The binding affinity (normalized) is 0.0379. (5) The peptide sequence is QSVLCVKKFY. The MHC is HLA-A31:01 with pseudo-sequence HLA-A31:01. The binding affinity (normalized) is 0.108. (6) The peptide sequence is MVVKVNAAL. The MHC is HLA-B08:01 with pseudo-sequence HLA-B08:01. The binding affinity (normalized) is 0.313.